Dataset: Full USPTO retrosynthesis dataset with 1.9M reactions from patents (1976-2016). Task: Predict the reactants needed to synthesize the given product. (1) Given the product [CH3:1][C@@:2]12[C:8]([CH3:10])([CH3:9])[C@@H:5]([CH2:6][CH2:7]1)[C:4]1[C:3]2=[N:30][N:31]=[C:20]([C:21]2[CH:26]=[CH:25][CH:24]=[CH:23][C:22]=2[CH3:27])[CH:19]=1, predict the reactants needed to synthesize it. The reactants are: [CH3:1][C@@:2]12[C:8]([CH3:10])([CH3:9])[C@@H:5]([CH2:6][CH2:7]1)[C:4](=O)[C:3]2=O.COP([CH2:19][C:20](=O)[C:21]1[CH:26]=[CH:25][CH:24]=[CH:23][C:22]=1[CH3:27])(=O)OC.O.[NH2:30][NH2:31]. (2) Given the product [CH:1]1([C:4]2[N:9]=[CH:8][C:7]([N:10]([CH2:30][CH:29]([CH3:32])[CH3:31])[S:11]([C:14]3[CH:15]=[CH:16][C:17]([O:20][CH2:21][C:22]4[C:23]([CH3:28])=[N:24][O:25][C:26]=4[CH3:27])=[CH:18][CH:19]=3)(=[O:12])=[O:13])=[CH:6][N:5]=2)[CH2:2][CH2:3]1, predict the reactants needed to synthesize it. The reactants are: [CH:1]1([C:4]2[N:9]=[CH:8][C:7]([NH:10][S:11]([C:14]3[CH:19]=[CH:18][C:17]([O:20][CH2:21][C:22]4[C:23]([CH3:28])=[N:24][O:25][C:26]=4[CH3:27])=[CH:16][CH:15]=3)(=[O:13])=[O:12])=[CH:6][N:5]=2)[CH2:3][CH2:2]1.[C:29](N=C(N(C)C)N(C)C)([CH3:32])([CH3:31])[CH3:30].BrCC(C)C. (3) Given the product [C:1]([NH:10][C:11]1[N:23]=[C:22]([C:24]2[CH:29]=[CH:28][CH:27]=[CH:26][C:25]=2[O:30][CH2:31][C:32]2[CH:37]=[CH:36][CH:35]=[CH:34][CH:33]=2)[CH:21]=[C:20]([C:38]2[CH:43]=[CH:42][CH:41]=[C:40]([N+:44]([O-:46])=[O:45])[CH:39]=2)[C:12]=1[C:13]([O:15][C:16]([CH3:19])([CH3:17])[CH3:18])=[O:14])(=[O:8])[C:2]1[CH:7]=[CH:6][CH:5]=[CH:4][CH:3]=1, predict the reactants needed to synthesize it. The reactants are: [C:1](Cl)(=[O:8])[C:2]1[CH:7]=[CH:6][CH:5]=[CH:4][CH:3]=1.[NH2:10][C:11]1[N:23]=[C:22]([C:24]2[CH:29]=[CH:28][CH:27]=[CH:26][C:25]=2[O:30][CH2:31][C:32]2[CH:37]=[CH:36][CH:35]=[CH:34][CH:33]=2)[CH:21]=[C:20]([C:38]2[CH:43]=[CH:42][CH:41]=[C:40]([N+:44]([O-:46])=[O:45])[CH:39]=2)[C:12]=1[C:13]([O:15][C:16]([CH3:19])([CH3:18])[CH3:17])=[O:14]. (4) The reactants are: [NH2:1][C:2]1[CH:3]=[C:4]([C:8]2[CH:22]=[CH:21][C:11]3[N:12]=[C:13]([NH:15][C:16]([NH:18][CH2:19][CH3:20])=[O:17])[S:14][C:10]=3[CH:9]=2)[CH:5]=[CH:6][CH:7]=1.C(N(CC)CC)C.[C:30]1([N:36]=[C:37]=[O:38])[CH:35]=[CH:34][CH:33]=[CH:32][CH:31]=1. Given the product [C:30]1([NH:36][C:37]([NH:1][C:2]2[CH:3]=[C:4]([C:8]3[CH:22]=[CH:21][C:11]4[N:12]=[C:13]([NH:15][C:16]([NH:18][CH2:19][CH3:20])=[O:17])[S:14][C:10]=4[CH:9]=3)[CH:5]=[CH:6][CH:7]=2)=[O:38])[CH:35]=[CH:34][CH:33]=[CH:32][CH:31]=1, predict the reactants needed to synthesize it. (5) Given the product [OH:17][C:18]1[CH:26]=[CH:25][C:21]([C:22]([NH:16][CH2:15][C@@H:12]2[CH2:11][CH2:10][C@@H:9]([CH2:8][O:1][C:2]3[CH:3]=[CH:4][CH:5]=[CH:6][CH:7]=3)[O:14][CH2:13]2)=[O:23])=[CH:20][CH:19]=1, predict the reactants needed to synthesize it. The reactants are: [O:1]([CH2:8][CH:9]1[O:14][CH2:13][CH:12]([CH2:15][NH2:16])[CH2:11][CH2:10]1)[C:2]1[CH:7]=[CH:6][CH:5]=[CH:4][CH:3]=1.[OH:17][C:18]1[CH:26]=[CH:25][C:21]([C:22](O)=[O:23])=[CH:20][CH:19]=1.C1C=CC2N(O)N=NC=2C=1.O.CCN=C=NCCCN(C)C. (6) The reactants are: [OH:1][C:2]1[CH:14]=[CH:13][C:5]2[C:6]([C:9]([F:12])([F:11])[F:10])=[N:7][O:8][C:4]=2[C:3]=1[CH2:15][CH2:16][CH3:17].N1C=CC=CC=1.[O:24](S(C(F)(F)F)(=O)=O)[S:25]([C:28]([F:31])([F:30])[F:29])(=O)=[O:26].[OH-].[Na+]. Given the product [F:29][C:28]([F:31])([F:30])[S:25]([O:1][C:2]1[CH:14]=[CH:13][C:5]2[C:6]([C:9]([F:12])([F:11])[F:10])=[N:7][O:8][C:4]=2[C:3]=1[CH2:15][CH2:16][CH3:17])(=[O:26])=[O:24], predict the reactants needed to synthesize it. (7) Given the product [NH2:43][C:19]1[N:20]=[C:21]([N:23]2[CH:32]([CH3:33])[CH2:31][C:30]3[C:25](=[CH:26][C:27]([C:2]4[CH:6]=[CH:5][N:4]([CH2:7][C:8]#[N:9])[N:3]=4)=[CH:28][CH:29]=3)[CH2:24]2)[CH:22]=[C:17]([N:14]2[CH2:15][CH2:16][N:11]([CH3:10])[CH2:12][CH2:13]2)[N:18]=1, predict the reactants needed to synthesize it. The reactants are: Br[C:2]1[CH:6]=[CH:5][N:4]([CH2:7][C:8]#[N:9])[N:3]=1.[CH3:10][N:11]1[CH2:16][CH2:15][N:14]([C:17]2[CH:22]=[C:21]([N:23]3[CH:32]([CH3:33])[CH2:31][C:30]4[C:25](=[CH:26][C:27](B5OC(C)(C)C(C)(C)O5)=[CH:28][CH:29]=4)[CH2:24]3)[N:20]=[C:19]([NH2:43])[N:18]=2)[CH2:13][CH2:12]1.C(=O)([O-])[O-].[Na+].[Na+].N#N. (8) Given the product [CH3:61][O:60][C:56]1[CH:55]=[C:54]([C:50]([C:44]2[CH:45]=[CH:46][CH:47]=[C:42]([O:41][CH3:40])[CH:43]=2)=[CH:51][C:52]#[N:53])[CH:59]=[CH:58][CH:57]=1, predict the reactants needed to synthesize it. The reactants are: COC1C=C(C(C2C=CC=C(OC)C=2)=O)C=CC=1.C(OP(CC#N)(=O)OCC)C.C[Si]([N-][Si](C)(C)C)(C)C.[Li+].[CH3:40][O:41][C:42]1[CH:43]=[C:44]([C:50]([C:54]2[CH:59]=[CH:58][CH:57]=[C:56]([O:60][CH3:61])[CH:55]=2)=[CH:51][C:52]#[N:53])[CH:45]=[C:46](OC)[CH:47]=1. (9) The reactants are: O[CH2:2][CH2:3][CH2:4][CH2:5][O:6][C:7]1[C:12]([CH3:13])=[CH:11][C:10]([C:14]2[NH:23][C:22](=[O:24])[C:21]3[C:16](=[CH:17][C:18]([O:27][CH3:28])=[CH:19][C:20]=3[O:25][CH3:26])[N:15]=2)=[CH:9][C:8]=1[CH3:29].C1C=CC(P(C2C=CC=CC=2)C2C=CC=CC=2)=CC=1.C(Br)(Br)(Br)[Br:50]. Given the product [Br:50][CH2:2][CH2:3][CH2:4][CH2:5][O:6][C:7]1[C:12]([CH3:13])=[CH:11][C:10]([C:14]2[NH:23][C:22](=[O:24])[C:21]3[C:16](=[CH:17][C:18]([O:27][CH3:28])=[CH:19][C:20]=3[O:25][CH3:26])[N:15]=2)=[CH:9][C:8]=1[CH3:29], predict the reactants needed to synthesize it. (10) Given the product [CH3:27][C:25]([C:21]1[CH:20]=[C:19]([S:16]([N:4]2[C:5]3[C:10](=[CH:9][C:8]([C:12]([F:15])([F:14])[F:13])=[CH:7][CH:6]=3)[CH:11]=[C:3]2[CH2:2][C:31]2[CH:32]=[C:33]([C:36]([OH:38])=[O:37])[S:34][CH:35]=2)(=[O:17])=[O:18])[CH:24]=[CH:23][CH:22]=1)([CH3:26])[CH3:28], predict the reactants needed to synthesize it. The reactants are: Br[CH2:2][C:3]1[N:4]([S:16]([C:19]2[CH:24]=[CH:23][CH:22]=[C:21]([C:25]([CH3:28])([CH3:27])[CH3:26])[CH:20]=2)(=[O:18])=[O:17])[C:5]2[C:10]([CH:11]=1)=[CH:9][C:8]([C:12]([F:15])([F:14])[F:13])=[CH:7][CH:6]=2.OB(O)[C:31]1[CH:32]=[C:33]([C:36]([OH:38])=[O:37])[S:34][CH:35]=1.